Dataset: Peptide-MHC class II binding affinity with 134,281 pairs from IEDB. Task: Regression. Given a peptide amino acid sequence and an MHC pseudo amino acid sequence, predict their binding affinity value. This is MHC class II binding data. (1) The peptide sequence is FKDTSMQKTIPLVAL. The MHC is DRB1_1301 with pseudo-sequence DRB1_1301. The binding affinity (normalized) is 0.686. (2) The peptide sequence is PDTIDFLIMRNLTNL. The MHC is H-2-IAb with pseudo-sequence H-2-IAb. The binding affinity (normalized) is 0.163. (3) The peptide sequence is KGNKTCGFVDERGLY. The MHC is HLA-DQA10301-DQB10302 with pseudo-sequence HLA-DQA10301-DQB10302. The binding affinity (normalized) is 0.0181. (4) The peptide sequence is VDVVLEHGGCVTTMA. The MHC is DRB1_0401 with pseudo-sequence DRB1_0401. The binding affinity (normalized) is 0.432. (5) The peptide sequence is YDKFLCNVSTVLTGK. The MHC is DRB1_1602 with pseudo-sequence DRB1_1602. The binding affinity (normalized) is 0.659.